Dataset: Full USPTO retrosynthesis dataset with 1.9M reactions from patents (1976-2016). Task: Predict the reactants needed to synthesize the given product. Given the product [C:45]([O:44][C@@H:43]1[C@H:39]([O:38][C:35](=[O:37])[CH3:36])[C@@H:40]([C:52]2[N:53]=[N:54][N:55]([CH2:57][CH3:58])[N:56]=2)[O:41][C@H:42]1[N:15]1[CH:14]=[N:13][C:12]2[C:16]1=[N:17][C:18]([CH2:20][NH:21][S:22]([CH2:25][CH:26]([CH3:28])[CH3:27])(=[O:23])=[O:24])=[N:19][C:11]=2[NH:10][CH2:9][CH:8]([C:2]1[CH:3]=[CH:4][CH:5]=[CH:6][CH:7]=1)[C:29]1[CH:30]=[CH:31][CH:32]=[CH:33][CH:34]=1)(=[O:47])[CH3:46], predict the reactants needed to synthesize it. The reactants are: Cl.[C:2]1([CH:8]([C:29]2[CH:34]=[CH:33][CH:32]=[CH:31][CH:30]=2)[CH2:9][NH:10][C:11]2[N:19]=[C:18]([CH2:20][NH:21][S:22]([CH2:25][CH:26]([CH3:28])[CH3:27])(=[O:24])=[O:23])[N:17]=[C:16]3[C:12]=2[N:13]=[CH:14][NH:15]3)[CH:7]=[CH:6][CH:5]=[CH:4][CH:3]=1.[C:35]([O:38][C@H:39]1[C@@H:43]([O:44][C:45](=[O:47])[CH3:46])[CH:42](OC(=O)C)[O:41][C@@H:40]1[C:52]1[N:53]=[N:54][N:55]([CH2:57][CH3:58])[N:56]=1)(=[O:37])[CH3:36].C[Si](OS(C(F)(F)F)(=O)=O)(C)C.